From a dataset of Forward reaction prediction with 1.9M reactions from USPTO patents (1976-2016). Predict the product of the given reaction. (1) Given the reactants [Li]CCCC.C(NC(C)C)(C)C.[Cl:13][C:14]([Cl:25])([Cl:24])[C@@H:15]1[N:19]2[CH2:20][CH2:21][CH2:22][C@H:18]2[C:17](=[O:23])[O:16]1.Cl[CH2:27][O:28][CH2:29][C:30]1[CH:35]=[CH:34][CH:33]=[CH:32][CH:31]=1, predict the reaction product. The product is: [CH2:29]([O:28][CH2:27][C@@:18]12[CH2:22][CH2:21][CH2:20][N:19]1[C@@H:15]([C:14]([Cl:13])([Cl:24])[Cl:25])[O:16][C:17]2=[O:23])[C:30]1[CH:35]=[CH:34][CH:33]=[CH:32][CH:31]=1. (2) The product is: [NH2:2][C:1]([C:3]1[CH:4]=[C:5]([C:25]2[CH:26]=[CH:27][CH:28]=[CH:29][CH:30]=2)[CH:6]=[C:7]2[C:11]=1[NH:10][N:9]=[C:8]2[CH:12]1[CH2:17][CH2:16][N:15]([C:18]([O:20][C:21]([CH3:24])([CH3:23])[CH3:22])=[O:19])[CH2:14][CH2:13]1)=[O:31]. Given the reactants [C:1]([C:3]1[CH:4]=[C:5]([C:25]2[CH:30]=[CH:29][CH:28]=[CH:27][CH:26]=2)[CH:6]=[C:7]2[C:11]=1[NH:10][N:9]=[C:8]2[CH:12]1[CH2:17][CH2:16][N:15]([C:18]([O:20][C:21]([CH3:24])([CH3:23])[CH3:22])=[O:19])[CH2:14][CH2:13]1)#[N:2].[OH-:31].[K+], predict the reaction product. (3) Given the reactants Cl[C:2]1[CH:7]=[CH:6][C:5]([N+:8]([O-:10])=[O:9])=[CH:4][N:3]=1.[CH3:11][N:12]1[CH2:17][CH2:16][NH:15][CH2:14][CH2:13]1, predict the reaction product. The product is: [CH3:11][N:12]1[CH2:17][CH2:16][N:15]([C:2]2[CH:7]=[CH:6][C:5]([N+:8]([O-:10])=[O:9])=[CH:4][N:3]=2)[CH2:14][CH2:13]1. (4) Given the reactants CN(C)CCCOC1C=CC(C2S[C:16]([NH:18][C:19]3[CH:24]=[CH:23][CH:22]=[CH:21][CH:20]=3)=NC=2)=CC=1.[S:26]1[CH:30]=[CH:29][C:28]([C:31]2[S:35][C:34]([NH:36][C:37]3[CH:42]=[CH:41][C:40]([OH:43])=[CH:39][CH:38]=3)=[N:33][CH:32]=2)=[CH:27]1.Cl.ClCCC1CCCN1C, predict the reaction product. The product is: [CH3:16][N:18]1[CH2:22][CH2:23][CH2:24][CH:19]1[CH2:20][CH2:21][O:43][C:40]1[CH:41]=[CH:42][C:37]([NH:36][C:34]2[S:35][C:31]([C:28]3[CH:29]=[CH:30][S:26][CH:27]=3)=[CH:32][N:33]=2)=[CH:38][CH:39]=1. (5) Given the reactants Br[C:2]1[N:6]2[N:7]=[C:8]([NH:11][CH2:12][C:13]3[CH:18]=[C:17]([F:19])[CH:16]=[CH:15][C:14]=3[F:20])[CH:9]=[CH:10][C:5]2=[N:4][CH:3]=1.[NH2:21][C:22]1[CH:23]=[C:24](B(O)O)[CH:25]=[CH:26][CH:27]=1.C([O-])([O-])=O.[Na+].[Na+], predict the reaction product. The product is: [NH2:21][C:22]1[CH:27]=[C:26]([C:2]2[N:6]3[N:7]=[C:8]([NH:11][CH2:12][C:13]4[CH:18]=[C:17]([F:19])[CH:16]=[CH:15][C:14]=4[F:20])[CH:9]=[CH:10][C:5]3=[N:4][CH:3]=2)[CH:25]=[CH:24][CH:23]=1.